Dataset: Catalyst prediction with 721,799 reactions and 888 catalyst types from USPTO. Task: Predict which catalyst facilitates the given reaction. (1) Product: [CH3:3][C:2]([C@H:4]1[C@@H:8]2[C@@H:9]3[C@@:22]([CH3:25])([CH2:23][CH2:24][C@@:7]2([C:31]([O:33][CH2:40][C:41]2[CH:46]=[CH:45][CH:44]=[CH:43][CH:42]=2)=[O:32])[CH2:6][CH2:5]1)[C@@:21]1([CH3:26])[C@@H:12]([C@:13]2([CH3:30])[C@@H:18]([CH2:19][CH2:20]1)[C:17]([CH3:27])([CH3:28])[C@@H:16]([OH:29])[CH2:15][CH2:14]2)[CH2:11][CH2:10]3)=[CH2:1]. Reactant: [CH3:1][C:2]([C@H:4]1[C@@H:8]2[C@@H:9]3[C@@:22]([CH3:25])([CH2:23][CH2:24][C@@:7]2([C:31]([OH:33])=[O:32])[CH2:6][CH2:5]1)[C@@:21]1([CH3:26])[C@@H:12]([C@:13]2([CH3:30])[C@@H:18]([CH2:19][CH2:20]1)[C:17]([CH3:28])([CH3:27])[C@@H:16]([OH:29])[CH2:15][CH2:14]2)[CH2:11][CH2:10]3)=[CH2:3].C(=O)([O-])[O-].[K+].[K+].[CH2:40](Br)[C:41]1[CH:46]=[CH:45][CH:44]=[CH:43][CH:42]=1.C1(C)C=CC=CC=1.C(OCC)C. The catalyst class is: 35. (2) Reactant: Br[C:2]1[CH:7]=[CH:6][C:5]([C:8]([OH:17])([C:13]([F:16])([F:15])[F:14])[C:9]([F:12])([F:11])[F:10])=[C:4]([Cl:18])[C:3]=1[Cl:19].[OH:20][C:21]([CH3:36])([CH3:35])[CH2:22][NH:23][C:24]([C:26]1[S:27][CH:28]=[C:29]([C:31]([O:33][CH3:34])=[O:32])[N:30]=1)=[O:25].CC([O-])=O.[K+].C1C=CC(P(C2C=CC=CC=2)C2C=CC=CC=2)=CC=1. Product: [Cl:19][C:3]1[C:4]([Cl:18])=[C:5]([C:8]([OH:17])([C:13]([F:16])([F:15])[F:14])[C:9]([F:12])([F:11])[F:10])[CH:6]=[CH:7][C:2]=1[C:28]1[S:27][C:26]([C:24](=[O:25])[NH:23][CH2:22][C:21]([OH:20])([CH3:35])[CH3:36])=[N:30][C:29]=1[C:31]([O:33][CH3:34])=[O:32]. The catalyst class is: 416. (3) Reactant: [CH3:1][S:2][C:3]1[C:11]2[C:6](=[CH:7][C:8]([C:12]([N:14]3[CH2:19][CH2:18][N:17]([C:20]([O:22][C:23]([CH3:26])([CH3:25])[CH3:24])=[O:21])[CH2:16][CH2:15]3)=[O:13])=[CH:9][CH:10]=2)[N:5]([C:27]2[N:32]=[CH:31][C:30]([C:33]3[CH:38]=[CH:37][CH:36]=[CH:35][CH:34]=3)=[CH:29][N:28]=2)[CH:4]=1.C[OH:40]. Product: [CH3:1][S:2]([C:3]1[C:11]2[C:6](=[CH:7][C:8]([C:12]([N:14]3[CH2:15][CH2:16][N:17]([C:20]([O:22][C:23]([CH3:26])([CH3:24])[CH3:25])=[O:21])[CH2:18][CH2:19]3)=[O:13])=[CH:9][CH:10]=2)[N:5]([C:27]2[N:28]=[CH:29][C:30]([C:33]3[CH:38]=[CH:37][CH:36]=[CH:35][CH:34]=3)=[CH:31][N:32]=2)[CH:4]=1)=[O:40]. The catalyst class is: 4. (4) Reactant: Br[C:2]1[C:3](=[O:10])[N:4]([CH3:9])[N:5]=[C:6]([Cl:8])[CH:7]=1.[CH3:11][C@H:12]1[CH2:17][O:16][CH2:15][CH2:14][NH:13]1.C(=O)([O-])[O-].[K+].[K+]. Product: [Cl:8][C:6]1[CH:7]=[C:2]([N:13]2[CH2:14][CH2:15][O:16][CH2:17][C@@H:12]2[CH3:11])[C:3](=[O:10])[N:4]([CH3:9])[N:5]=1. The catalyst class is: 37. (5) Reactant: II.C(O)(=O)C.[Cl:7][C:8]1[CH:13]=[C:12]([S:14](Cl)(=O)=O)[CH:11]=[CH:10][C:9]=1[O:18][S:19]([CH3:22])(=[O:21])=[O:20]. Product: [Cl:7][C:8]1[CH:13]=[C:12]([SH:14])[CH:11]=[CH:10][C:9]=1[O:18][S:19]([CH3:22])(=[O:21])=[O:20]. The catalyst class is: 6. (6) Reactant: ClC1C=C[C:5]2[N:6]([C:8]([C:11]([C:13]3C=C4C(=CC=3)N=CC=C4)=O)=CN=2)[N:7]=1.Cl[C:24]1[CH:25]=[CH:26][C:27]2[N:28]([C:30]([C:33]([C:39]3[CH:40]=[C:41]4[C:46](=[CH:47][CH:48]=3)[N:45]=[CH:44][CH:43]=[CH:42]4)([OH:38])[C:34]([F:37])([F:36])[F:35])=[CH:31][N:32]=2)[N:29]=1.CN(C=O)C.FC([Si](C)(C)C)(F)F.CCCC[N+](CCCC)(CCCC)CCCC.[F-]. Product: [F:35][C:34]([F:37])([F:36])[C:33]([C:30]1[N:28]2[N:29]=[C:24]([C:11]3[CH:13]=[N:7][N:6]([CH3:5])[CH:8]=3)[CH:25]=[CH:26][C:27]2=[N:32][CH:31]=1)([C:39]1[CH:40]=[C:41]2[C:46](=[CH:47][CH:48]=1)[N:45]=[CH:44][CH:43]=[CH:42]2)[OH:38]. The catalyst class is: 1. (7) Product: [CH2:7]([N:9]1[CH2:13][CH2:12][C@@H:11]([CH2:14][CH2:15][NH2:16])[CH2:10]1)[CH3:8]. Reactant: [H-].[Al+3].[Li+].[H-].[H-].[H-].[CH2:7]([N:9]1[CH2:13][CH2:12][C@@H:11]([CH2:14][C:15]#[N:16])[CH2:10]1)[CH3:8].O.[OH-].[Na+]. The catalyst class is: 1. (8) The catalyst class is: 5. Product: [N:1]1[CH:2]=[CH:3][C:4]([C:7]2[CH:8]=[CH:9][C:10]([C:13]3[O:14][C:15]4[C:21]([C:22]([NH2:26])=[O:24])=[CH:20][CH:19]=[CH:18][C:16]=4[N:17]=3)=[CH:11][CH:12]=2)=[CH:5][CH:6]=1. Reactant: [N:1]1[CH:6]=[CH:5][C:4]([C:7]2[CH:12]=[CH:11][C:10]([C:13]3[O:14][C:15]4[C:21]([C:22]([O:24]C)=O)=[CH:20][CH:19]=[CH:18][C:16]=4[N:17]=3)=[CH:9][CH:8]=2)=[CH:3][CH:2]=1.[NH3:26].